From a dataset of Full USPTO retrosynthesis dataset with 1.9M reactions from patents (1976-2016). Predict the reactants needed to synthesize the given product. (1) Given the product [Cl:31][C:19]1[C:20]([C:22]2[C:30]3[C:25](=[CH:26][CH:27]=[CH:28][CH:29]=3)[NH:24][CH:23]=2)=[N:21][C:16]([NH:15][C@H:13]2[CH2:14][C@@H:9]([NH:8][C:6](=[O:7])[C:5]3[CH:34]=[CH:35][C:2]([NH:1][C:49](=[O:50])/[CH:48]=[CH:44]/[CH2:42][N:38]([CH3:37])[CH3:39])=[CH:3][CH:4]=3)[CH2:10][C:11]([F:33])([F:32])[CH2:12]2)=[N:17][CH:18]=1, predict the reactants needed to synthesize it. The reactants are: [NH2:1][C:2]1[CH:35]=[CH:34][C:5]([C:6]([NH:8][C@@H:9]2[CH2:14][C@H:13]([NH:15][C:16]3[N:21]=[C:20]([C:22]4[C:30]5[C:25](=[CH:26][CH:27]=[CH:28][CH:29]=5)[NH:24][CH:23]=4)[C:19]([Cl:31])=[CH:18][N:17]=3)[CH2:12][C:11]([F:33])([F:32])[CH2:10]2)=[O:7])=[CH:4][CH:3]=1.C[CH2:37][N:38]([CH:42]([CH3:44])C)[CH:39](C)C.BrC/C=[CH:48]/[C:49](Cl)=[O:50].C(Cl)Cl.CNC.C1COCC1. (2) Given the product [F:1][C:2]1[CH:10]=[C:9]2[C:5]([C:6]([CH3:11])=[N:7][NH:8]2)=[CH:4][C:3]=1/[CH:12]=[C:22](/[C:21]([C:18]1[CH:17]=[CH:16][C:15]([F:14])=[CH:20][CH:19]=1)=[O:25])\[C:23]#[N:24], predict the reactants needed to synthesize it. The reactants are: [F:1][C:2]1[CH:10]=[C:9]2[C:5]([C:6]([CH3:11])=[N:7][NH:8]2)=[CH:4][C:3]=1[CH:12]=O.[F:14][C:15]1[CH:20]=[CH:19][C:18]([C:21](=[O:25])[CH2:22][C:23]#[N:24])=[CH:17][CH:16]=1. (3) Given the product [N+:11]([C:3]1[CH:4]=[CH:5][CH:6]=[C:7]([N+:8]([O-:10])=[O:9])[C:2]=1[CH:22]([OH:26])[CH:23]([CH3:25])[CH3:24])([O-:13])=[O:12], predict the reactants needed to synthesize it. The reactants are: I[C:2]1[C:7]([N+:8]([O-:10])=[O:9])=[CH:6][CH:5]=[CH:4][C:3]=1[N+:11]([O-:13])=[O:12].C1([Mg]Br)C=CC=CC=1.[CH:22](=[O:26])[CH:23]([CH3:25])[CH3:24]. (4) Given the product [CH2:33]([N:40]1[CH:44]=[C:43]([NH:45][C:13](=[O:15])[CH2:12][CH2:11][C:10]([C:7]2[CH:6]=[CH:5][C:4]([O:3][CH2:1][CH3:2])=[CH:9][CH:8]=2)=[O:18])[C:42]([C:46]2[CH:51]=[CH:50][CH:49]=[CH:48][CH:47]=2)=[N:41]1)[C:34]1[CH:35]=[CH:36][CH:37]=[CH:38][CH:39]=1, predict the reactants needed to synthesize it. The reactants are: [CH2:1]([O:3][C:4]1[CH:9]=[CH:8][C:7]([C:10]([O:18]C)(OC)[CH2:11][CH2:12][C:13]([O-:15])=O)=[CH:6][CH:5]=1)[CH3:2].[K+].ClC1C=C(Cl)C=C(Cl)C=1C(Cl)=O.[CH2:33]([N:40]1[CH:44]=[C:43]([NH2:45])[C:42]([C:46]2[CH:51]=[CH:50][CH:49]=[CH:48][CH:47]=2)=[N:41]1)[C:34]1[CH:39]=[CH:38][CH:37]=[CH:36][CH:35]=1.FC(F)(F)C(O)=O.